This data is from Forward reaction prediction with 1.9M reactions from USPTO patents (1976-2016). The task is: Predict the product of the given reaction. (1) Given the reactants [Cl:1][C:2]1[CH:15]=[CH:14][C:5]([CH2:6][N:7]2[CH2:12][CH2:11][C:10](=O)[CH2:9][CH2:8]2)=[CH:4][CH:3]=1.[CH:16]1([NH2:21])[CH2:20][CH2:19][CH2:18][CH2:17]1.[C:22]1(C)[CH:27]=CC=C[CH:23]=1, predict the reaction product. The product is: [CH2:27]([C:10]1([NH:21][CH:16]2[CH2:20][CH2:19][CH2:18][CH2:17]2)[CH2:11][CH2:12][N:7]([CH2:6][C:5]2[CH:14]=[CH:15][C:2]([Cl:1])=[CH:3][CH:4]=2)[CH2:8][CH2:9]1)[CH:22]=[CH2:23]. (2) The product is: [C:1]([O:5][C:6](=[O:42])[C:7]1[CH:12]=[CH:11][CH:10]=[C:9]([CH2:13][CH:14]([NH:28][C:29](=[O:39])[CH2:30][CH:31]2[CH2:32][CH2:33][CH:34]([CH2:37][NH:38][CH2:58][CH2:57][NH:56][C:49]([O:51][C:52]([CH3:55])([CH3:54])[CH3:53])=[O:50])[CH2:35][CH2:36]2)[B:15]2[O:23][CH:22]3[C:17]([CH3:27])([CH:18]4[CH2:24][CH:20]([CH2:21]3)[C:19]4([CH3:25])[CH3:26])[O:16]2)[C:8]=1[O:40][CH3:41])([CH3:2])([CH3:3])[CH3:4]. Given the reactants [C:1]([O:5][C:6](=[O:42])[C:7]1[CH:12]=[CH:11][CH:10]=[C:9]([CH2:13][CH:14]([NH:28][C:29](=[O:39])[CH2:30][CH:31]2[CH2:36][CH2:35][CH:34]([CH2:37][NH2:38])[CH2:33][CH2:32]2)[B:15]2[O:23][CH:22]3[C:17]([CH3:27])([CH:18]4[CH2:24][CH:20]([CH2:21]3)[C:19]4([CH3:26])[CH3:25])[O:16]2)[C:8]=1[O:40][CH3:41])([CH3:4])([CH3:3])[CH3:2].C(=O)([O-])[O-].[K+].[K+].[C:49]([NH:56][CH2:57][CH2:58]Br)([O:51][C:52]([CH3:55])([CH3:54])[CH3:53])=[O:50].CN(C=O)C, predict the reaction product. (3) Given the reactants [NH:1]1[CH:5]=[CH:4][CH:3]=[N:2]1.[OH-].[K+].C(=O)([O-])[O-].[K+].[K+].Br[CH2:15][C:16]1[CH:21]=[CH:20][CH:19]=[CH:18][CH:17]=1, predict the reaction product. The product is: [CH2:15]([N:1]1[CH:5]=[CH:4][CH:3]=[N:2]1)[C:16]1[CH:21]=[CH:20][CH:19]=[CH:18][CH:17]=1. (4) Given the reactants [Br:1][C:2]1[C:7]([F:8])=[CH:6][C:5]([S:9](Cl)(=[O:11])=[O:10])=[C:4]([F:13])[CH:3]=1.[NH2:14][C:15]1[S:16][CH:17]=[CH:18][N:19]=1.N1C=CC=CC=1, predict the reaction product. The product is: [Br:1][C:2]1[C:7]([F:8])=[CH:6][C:5]([S:9]([NH:14][C:15]2[S:16][CH:17]=[CH:18][N:19]=2)(=[O:11])=[O:10])=[C:4]([F:13])[CH:3]=1. (5) Given the reactants [Br:1]Br.[OH:3][C:4]1[CH:5]=[C:6]2[C:11](=[CH:12][CH:13]=1)[CH:10]=[C:9]([CH2:14][N:15]([CH3:29])[C:16]([C:18]1[C:22]3[CH:23]=[CH:24][CH:25]=[CH:26][C:21]=3[O:20][C:19]=1[CH2:27][CH3:28])=[O:17])[CH:8]=[CH:7]2, predict the reaction product. The product is: [Br:1][C:5]1[C:4]([OH:3])=[CH:13][CH:12]=[C:11]2[C:6]=1[CH:7]=[CH:8][C:9]([CH2:14][N:15]([CH3:29])[C:16]([C:18]1[C:22]3[CH:23]=[CH:24][CH:25]=[CH:26][C:21]=3[O:20][C:19]=1[CH2:27][CH3:28])=[O:17])=[CH:10]2. (6) Given the reactants Br[CH2:2][C:3]([C:5]1[CH:10]=[CH:9][C:8]([C:11]([F:14])([F:13])[F:12])=[C:7]([F:15])[CH:6]=1)=O.[C:16]([NH:19][C:20]([NH2:22])=[NH:21])(=[O:18])[CH3:17], predict the reaction product. The product is: [F:15][C:7]1[CH:6]=[C:5]([C:3]2[N:21]=[C:20]([NH:19][C:16](=[O:18])[CH3:17])[NH:22][CH:2]=2)[CH:10]=[CH:9][C:8]=1[C:11]([F:14])([F:13])[F:12].